From a dataset of Peptide-MHC class I binding affinity with 185,985 pairs from IEDB/IMGT. Regression. Given a peptide amino acid sequence and an MHC pseudo amino acid sequence, predict their binding affinity value. This is MHC class I binding data. (1) The peptide sequence is QFIKPVSDLY. The MHC is HLA-A33:01 with pseudo-sequence HLA-A33:01. The binding affinity (normalized) is 0.0147. (2) The peptide sequence is ALILAYSNK. The MHC is HLA-A31:01 with pseudo-sequence HLA-A31:01. The binding affinity (normalized) is 0.238. (3) The peptide sequence is YLVAYQATT. The MHC is HLA-A02:03 with pseudo-sequence HLA-A02:03. The binding affinity (normalized) is 0.583. (4) The peptide sequence is FHVNPAFVL. The MHC is HLA-B57:01 with pseudo-sequence HLA-B57:01. The binding affinity (normalized) is 0.0847. (5) The peptide sequence is TGFSFSNL. The MHC is H-2-Kb with pseudo-sequence H-2-Kb. The binding affinity (normalized) is 1.00. (6) The peptide sequence is RRIRQGLE. The MHC is HLA-B27:05 with pseudo-sequence HLA-B27:05. The binding affinity (normalized) is 0.528. (7) The peptide sequence is VAPPAPVYR. The MHC is HLA-A11:01 with pseudo-sequence HLA-A11:01. The binding affinity (normalized) is 0.200.